Dataset: Catalyst prediction with 721,799 reactions and 888 catalyst types from USPTO. Task: Predict which catalyst facilitates the given reaction. (1) Reactant: [NH2:1][C:2]1[CH:3]=[C:4]([CH:8]=[CH:9][N:10]=1)[C:5]([OH:7])=O.[NH2:11][CH2:12][CH2:13][CH:14]([C:22]1[CH:31]=[CH:30][C:25]([C:26]([NH:28][CH3:29])=[O:27])=[CH:24][CH:23]=1)[C:15]1[CH:20]=[CH:19][C:18]([F:21])=[CH:17][CH:16]=1.C1C=CC2N(O)N=NC=2C=1.C(Cl)CCl.C(N(C(C)C)CC)(C)C. Product: [NH2:1][C:2]1[CH:3]=[C:4]([CH:8]=[CH:9][N:10]=1)[C:5]([NH:11][CH2:12][CH2:13][CH:14]([C:15]1[CH:16]=[CH:17][C:18]([F:21])=[CH:19][CH:20]=1)[C:22]1[CH:23]=[CH:24][C:25]([C:26](=[O:27])[NH:28][CH3:29])=[CH:30][CH:31]=1)=[O:7]. The catalyst class is: 18. (2) Reactant: [C:1]([C:3]1[CH:4]=[C:5]([CH:17]=[CH:18][C:19]=1[O:20][CH2:21][CH:22]([CH3:24])[CH3:23])[C:6]([NH:8][C:9]1[CH:14]=[CH:13][CH:12]=[C:11]([O:15][CH3:16])[CH:10]=1)=O)#[N:2].COC1C=CC(P2(SP(C3C=CC(OC)=CC=3)(=S)S2)=[S:34])=CC=1. Product: [C:1]([C:3]1[CH:4]=[C:5]([CH:17]=[CH:18][C:19]=1[O:20][CH2:21][CH:22]([CH3:24])[CH3:23])[C:6]([NH:8][C:9]1[CH:14]=[CH:13][CH:12]=[C:11]([O:15][CH3:16])[CH:10]=1)=[S:34])#[N:2]. The catalyst class is: 11. (3) Reactant: Cl[C:2]1[C:7]([C:8]([F:11])([F:10])[F:9])=[CH:6][N:5]=[C:4]([NH:12][C:13]2[CH:27]=[CH:26][C:16]([CH2:17][P:18](=[O:25])([O:22][CH2:23][CH3:24])[O:19][CH2:20][CH3:21])=[CH:15][C:14]=2[O:28][CH3:29])[N:3]=1.FC(F)(F)C(O)=O.[NH2:37][C:38]1[CH:39]=[CH:40][C:41]([CH:49]2[CH2:53][CH:52]([OH:54])[CH:51]([OH:55])[CH2:50]2)=[C:42]2[C:46]=1[C:45](=[O:47])[N:44]([CH3:48])[CH2:43]2. Product: [CH2:20]([O:19][P:18]([CH2:17][C:16]1[CH:26]=[CH:27][C:13]([NH:12][C:4]2[N:3]=[C:2]([NH:37][C:38]3[CH:39]=[CH:40][C:41]([CH:49]4[CH2:50][CH:51]([OH:55])[CH:52]([OH:54])[CH2:53]4)=[C:42]4[C:46]=3[C:45](=[O:47])[N:44]([CH3:48])[CH2:43]4)[C:7]([C:8]([F:11])([F:10])[F:9])=[CH:6][N:5]=2)=[C:14]([O:28][CH3:29])[CH:15]=1)(=[O:25])[O:22][CH2:23][CH3:24])[CH3:21]. The catalyst class is: 25. (4) Product: [F:22][C:14]1[C:15]([N+:19]([O-:21])=[O:20])=[CH:16][CH:17]=[CH:18][C:13]=1[CH2:12][OH:11]. Reactant: CC(C[AlH]CC(C)C)C.C[O:11][C:12](=O)[C:13]1[CH:18]=[CH:17][CH:16]=[C:15]([N+:19]([O-:21])=[O:20])[C:14]=1[F:22].CO.[C@H](O)(C([O-])=O)[C@@H](O)C([O-])=O.[Na+].[K+]. The catalyst class is: 133. (5) Reactant: C([O:3][C:4](=[O:41])[C:5]1[CH:10]=[CH:9][C:8]([NH:11][C:12]([N:14]2[CH2:19][CH2:18][CH:17]([CH2:20][NH:21][CH2:22][C@H:23]([OH:40])[CH2:24][O:25][C:26]3[CH:31]=[CH:30][C:29]([O:32][CH2:33][C:34]4[CH:39]=[CH:38][CH:37]=[CH:36][CH:35]=4)=[CH:28][CH:27]=3)[CH2:16][CH2:15]2)=[O:13])=[CH:7][CH:6]=1)C.C([O-])=O.[NH4+]. Product: [OH:40][C@H:23]([CH2:24][O:25][C:26]1[CH:31]=[CH:30][C:29]([O:32][CH2:33][C:34]2[CH:35]=[CH:36][CH:37]=[CH:38][CH:39]=2)=[CH:28][CH:27]=1)[CH2:22][NH:21][CH2:20][CH:17]1[CH2:16][CH2:15][N:14]([C:12]([NH:11][C:8]2[CH:9]=[CH:10][C:5]([C:4]([OH:41])=[O:3])=[CH:6][CH:7]=2)=[O:13])[CH2:19][CH2:18]1. The catalyst class is: 19. (6) Reactant: [NH2:1][C:2]1[CH:7]=[CH:6][C:5]([CH3:8])=[CH:4][N:3]=1.[Al](Cl)(C)C.[F:13][CH:14]([F:40])[C:15]1[O:16][C:17]2[CH:23]=[C:22]([C:24](OCC)=[O:25])[CH:21]=[C:20]([O:29][C:30]3[CH:35]=[CH:34][C:33]([S:36]([CH3:39])(=[O:38])=[O:37])=[CH:32][CH:31]=3)[C:18]=2[CH:19]=1. Product: [F:40][CH:14]([F:13])[C:15]1[O:16][C:17]2[CH:23]=[C:22]([C:24]([NH:1][C:2]3[CH:7]=[CH:6][C:5]([CH3:8])=[CH:4][N:3]=3)=[O:25])[CH:21]=[C:20]([O:29][C:30]3[CH:31]=[CH:32][C:33]([S:36]([CH3:39])(=[O:37])=[O:38])=[CH:34][CH:35]=3)[C:18]=2[CH:19]=1. The catalyst class is: 26. (7) Product: [C:33]([N:16]1[CH2:17][CH2:18][C@H:14]([NH:13][C:11]2[C:12]3[C:7](=[CH:6][CH:5]=[CH:4][C:3]=3[F:2])[CH:8]=[C:9]([C:19]3[NH:23][C:22](=[O:24])[NH:21][N:20]=3)[N:10]=2)[CH2:15]1)(=[O:36])[CH:34]=[CH2:35]. The catalyst class is: 2. Reactant: Cl.[F:2][C:3]1[CH:4]=[CH:5][CH:6]=[C:7]2[C:12]=1[C:11]([NH:13][C@H:14]1[CH2:18][CH2:17][NH:16][CH2:15]1)=[N:10][C:9]([C:19]1[NH:23][C:22](=[O:24])[NH:21][N:20]=1)=[CH:8]2.CC1C=CC=C(C)N=1.[C:33](Cl)(=[O:36])[CH:34]=[CH2:35].